This data is from Full USPTO retrosynthesis dataset with 1.9M reactions from patents (1976-2016). The task is: Predict the reactants needed to synthesize the given product. (1) Given the product [Cl:14][C:5]1[C:6]([C:8]2[CH:13]=[N:12][CH:11]=[CH:10][N:9]=2)=[CH:7][C:2]([N:27]2[CH2:26][CH2:25][C:23]3[N:24]=[C:19]([NH:18][CH:15]4[CH2:16][CH2:17]4)[N:20]=[CH:21][C:22]=3[CH2:28]2)=[N:3][CH:4]=1, predict the reactants needed to synthesize it. The reactants are: Cl[C:2]1[CH:7]=[C:6]([C:8]2[CH:13]=[N:12][CH:11]=[CH:10][N:9]=2)[C:5]([Cl:14])=[CH:4][N:3]=1.[CH:15]1([NH:18][C:19]2[N:20]=[CH:21][C:22]3[CH2:28][NH:27][CH2:26][CH2:25][C:23]=3[N:24]=2)[CH2:17][CH2:16]1.CCOC(C)=O.O. (2) Given the product [N:35]1([C:33]([C:32]2[CH:39]=[CH:40][C:41]([O:7][C:8]3[CH:9]=[C:10]([CH:21]=[C:22]([O:24][C@@H:25]([CH3:28])[CH2:26][OH:27])[CH:23]=3)[C:11]([NH:13][C:14]3[CH:19]=[N:18][C:17]([CH3:20])=[CH:16][N:15]=3)=[O:12])=[C:30]([F:29])[CH:31]=2)=[O:34])[CH2:38][CH2:37][CH2:36]1, predict the reactants needed to synthesize it. The reactants are: C(=O)([O-])[O-].[K+].[K+].[OH:7][C:8]1[CH:9]=[C:10]([CH:21]=[C:22]([O:24][C@@H:25]([CH3:28])[CH2:26][OH:27])[CH:23]=1)[C:11]([NH:13][C:14]1[CH:19]=[N:18][C:17]([CH3:20])=[CH:16][N:15]=1)=[O:12].[F:29][C:30]1[CH:31]=[C:32]([CH:39]=[CH:40][C:41]=1F)[C:33]([N:35]1[CH2:38][CH2:37][CH2:36]1)=[O:34]. (3) Given the product [Cl:1][C:2]1[CH:3]=[CH:4][C:5]([OH:41])=[C:6]([C:8]2[C:12]([C:13]#[C:14][C:15]3[CH:20]=[CH:19][C:18]([NH:21][C:22]([CH:24]4[CH2:29][O:28][CH2:27][CH2:26][N:25]4[C:30](=[O:39])[CH:31]([NH:38][S:45]([CH:42]4[CH2:44][CH2:43]4)(=[O:47])=[O:46])[C:32]4[CH:33]=[CH:34][CH:35]=[CH:36][CH:37]=4)=[O:23])=[CH:17][CH:16]=3)=[CH:11][N:10]([CH3:40])[N:9]=2)[CH:7]=1, predict the reactants needed to synthesize it. The reactants are: [Cl:1][C:2]1[CH:3]=[CH:4][C:5]([OH:41])=[C:6]([C:8]2[C:12]([C:13]#[C:14][C:15]3[CH:20]=[CH:19][C:18]([NH:21][C:22]([CH:24]4[CH2:29][O:28][CH2:27][CH2:26][N:25]4[C:30](=[O:39])[CH:31]([NH2:38])[C:32]4[CH:37]=[CH:36][CH:35]=[CH:34][CH:33]=4)=[O:23])=[CH:17][CH:16]=3)=[CH:11][N:10]([CH3:40])[N:9]=2)[CH:7]=1.[CH:42]1([S:45](Cl)(=[O:47])=[O:46])[CH2:44][CH2:43]1.C(N(CC)CC)C. (4) Given the product [Cl:1][C:2]1[C:3]([NH:29][C:30]2[CH:35]=[CH:34][CH:33]=[CH:32][C:31]=2[S:36]([CH:39]([CH3:41])[CH3:40])(=[O:38])=[O:37])=[N:4][C:5]([NH:8][C:9]2[CH:17]=[C:16]3[C:12]([CH2:13][N:14]([CH:19]4[CH2:20][CH2:21][N:22]([C:43](=[O:53])[CH2:42][N:44]([CH3:47])[CH3:45])[CH2:23][CH2:24]4)[C:15]3=[O:18])=[CH:11][C:10]=2[O:25][CH:26]([CH3:28])[CH3:27])=[N:6][CH:7]=1, predict the reactants needed to synthesize it. The reactants are: [Cl:1][C:2]1[C:3]([NH:29][C:30]2[CH:35]=[CH:34][CH:33]=[CH:32][C:31]=2[S:36]([CH:39]([CH3:41])[CH3:40])(=[O:38])=[O:37])=[N:4][C:5]([NH:8][C:9]2[CH:17]=[C:16]3[C:12]([CH2:13][N:14]([CH:19]4[CH2:24][CH2:23][NH:22][CH2:21][CH2:20]4)[C:15]3=[O:18])=[CH:11][C:10]=2[O:25][CH:26]([CH3:28])[CH3:27])=[N:6][CH:7]=1.[CH2:42]([N:44]([CH2:47]C)[CH2:45]C)[CH3:43].CN(C=[O:53])C. (5) Given the product [F:1][C:2]1[CH:7]=[CH:6][CH:5]=[CH:4][C:3]=1[CH2:8][NH:9][C:10](=[O:19])[C:11]1[CH:16]=[CH:15][C:14]([CH2:25][O:26][CH3:27])=[N:13][C:12]=1[NH2:18], predict the reactants needed to synthesize it. The reactants are: [F:1][C:2]1[CH:7]=[CH:6][CH:5]=[CH:4][C:3]=1[CH2:8][NH:9][C:10](=[O:19])[C:11]1[CH:16]=[CH:15][C:14](Cl)=[N:13][C:12]=1[NH2:18].C([Sn](CCCC)(CCCC)[CH2:25][O:26][CH3:27])CCC.CN1CCCC1=O.Cl. (6) Given the product [CH:1]([N:14]1[CH2:17][C:16]([C:20]([F:22])([F:21])[F:19])([OH:18])[CH2:15]1)([C:8]1[CH:13]=[CH:12][CH:11]=[CH:10][CH:9]=1)[C:2]1[CH:3]=[CH:4][CH:5]=[CH:6][CH:7]=1.[C:33]([OH:32])([C:20]([F:22])([F:21])[F:19])=[O:18], predict the reactants needed to synthesize it. The reactants are: [CH:1]([N:14]1[CH2:17][C:16](=[O:18])[CH2:15]1)([C:8]1[CH:13]=[CH:12][CH:11]=[CH:10][CH:9]=1)[C:2]1[CH:7]=[CH:6][CH:5]=[CH:4][CH:3]=1.[F:19][C:20]([Si](C)(C)C)([F:22])[F:21].[F-].[Cs+].C1[CH2:33][O:32]CC1.